From a dataset of Reaction yield outcomes from USPTO patents with 853,638 reactions. Predict the reaction yield, written as a fraction of the theoretical maximum amount of product (1.0 means a 100% yield; for example, 0.34 means a 34% yield). (1) The reactants are [OH:1][C:2]1[CH:7]=[C:6]([O:8][CH2:9][CH2:10][O:11][CH3:12])[CH:5]=[CH:4][C:3]=1/[CH:13]=[CH:14]/[C:15]([O:17][CH2:18][CH3:19])=[O:16].[H-].[Na+].Cl[C:23]1[C:28]([Cl:29])=[CH:27][C:26]([Cl:30])=[CH:25][N:24]=1.O. The catalyst is CN(C)C=O. The product is [Cl:29][C:28]1[C:23]([O:1][C:2]2[CH:7]=[C:6]([O:8][CH2:9][CH2:10][O:11][CH3:12])[CH:5]=[CH:4][C:3]=2/[CH:13]=[CH:14]/[C:15]([O:17][CH2:18][CH3:19])=[O:16])=[N:24][CH:25]=[C:26]([Cl:30])[CH:27]=1. The yield is 0.720. (2) The reactants are [NH2:1][C:2]1[C:7]([O:8][CH3:9])=[CH:6][C:5]([Cl:10])=[CH:4][N:3]=1.[Br:11][C:12]1[CH:13]=[C:14]([S:19](Cl)(=[O:21])=[O:20])[CH:15]=[N:16][C:17]=1[Cl:18]. The catalyst is N1C=CC=CC=1. The product is [Br:11][C:12]1[CH:13]=[C:14]([S:19]([NH:1][C:2]2[C:7]([O:8][CH3:9])=[CH:6][C:5]([Cl:10])=[CH:4][N:3]=2)(=[O:21])=[O:20])[CH:15]=[N:16][C:17]=1[Cl:18]. The yield is 0.500. (3) The reactants are [F:1][C:2]([F:32])([F:31])[C:3]1[CH:11]=[C:10]2[C:6]([C:7]([C@@H:22]3[CH2:24][C@H:23]3[C:25](N(OC)C)=[O:26])=[CH:8][N:9]2[S:12]([C:15]2[CH:20]=[CH:19][C:18]([CH3:21])=[CH:17][CH:16]=2)(=[O:14])=[O:13])=[CH:5][CH:4]=1.C(C1C=C2C(=CC=1)N(S(C1C=CC(C)=CC=1)(=O)=O)C=C2[C@@H]1C[C@H]1C=O)#N. The yield is 0.890. No catalyst specified. The product is [F:32][C:2]([F:1])([F:31])[C:3]1[CH:11]=[C:10]2[C:6]([C:7]([C@@H:22]3[CH2:24][C@H:23]3[CH:25]=[O:26])=[CH:8][N:9]2[S:12]([C:15]2[CH:16]=[CH:17][C:18]([CH3:21])=[CH:19][CH:20]=2)(=[O:14])=[O:13])=[CH:5][CH:4]=1. (4) The reactants are [C:1]1([O:7][P:8]([CH2:11][C:12]([CH3:35])=[CH:13][CH2:14][C:15]2[C:16]([O:28][CH2:29][CH2:30][Si:31]([CH3:34])([CH3:33])[CH3:32])=[C:17]3[C:21](=[C:22]([CH3:26])[C:23]=2[O:24][CH3:25])[CH2:20][O:19][C:18]3=[O:27])(=[O:10])[OH:9])[CH:6]=[CH:5][CH:4]=[CH:3][CH:2]=1.[C:36]([O:41][CH2:42][CH3:43])(=[O:40])[C@H:37]([CH3:39])O.C1CN([P+](ON2N=NC3C=CC=CC2=3)(N2CCCC2)N2CCCC2)CC1.F[P-](F)(F)(F)(F)F. The catalyst is N1C=CC=CC=1. The product is [CH2:42]([O:41][C:36](=[O:40])[CH:37]([O:10][P:8]([CH2:11][C:12]([CH3:35])=[CH:13][CH2:14][C:15]1[C:16]([O:28][CH2:29][CH2:30][Si:31]([CH3:34])([CH3:32])[CH3:33])=[C:17]2[C:21](=[C:22]([CH3:26])[C:23]=1[O:24][CH3:25])[CH2:20][O:19][C:18]2=[O:27])([O:7][C:1]1[CH:2]=[CH:3][CH:4]=[CH:5][CH:6]=1)=[O:9])[CH3:39])[CH3:43]. The yield is 0.830. (5) The catalyst is O1CCCC1. The reactants are Cl[CH2:2][C:3]1[N:4]=[C:5]([CH3:8])[S:6][CH:7]=1.[CH2:9]([O:11][CH:12]([O:15][CH2:16][CH3:17])[CH2:13][NH2:14])[CH3:10]. The yield is 0.760. The product is [CH2:9]([O:11][CH:12]([O:15][CH2:16][CH3:17])[CH2:13][NH:14][CH2:2][C:3]1[N:4]=[C:5]([CH3:8])[S:6][CH:7]=1)[CH3:10].